Dataset: Peptide-MHC class II binding affinity with 134,281 pairs from IEDB. Task: Regression. Given a peptide amino acid sequence and an MHC pseudo amino acid sequence, predict their binding affinity value. This is MHC class II binding data. (1) The peptide sequence is KKLTIAYLVGSNMTQRV. The MHC is DRB3_0202 with pseudo-sequence DRB3_0202. The binding affinity (normalized) is 0.820. (2) The peptide sequence is KPLLIAEDVEGEY. The MHC is DRB1_0701 with pseudo-sequence DRB1_0701. The binding affinity (normalized) is 0.274.